From a dataset of Full USPTO retrosynthesis dataset with 1.9M reactions from patents (1976-2016). Predict the reactants needed to synthesize the given product. (1) Given the product [Br-:10].[CH3:11][C:12]1[CH:25]=[CH:24][C:23]2[C:22](=[O:26])[C:21]3[C:16](=[CH:17][CH:18]=[CH:19][CH:20]=3)[C:15](=[O:27])[C:14]=2[C:13]=1[N+:3]1[C:2]([Cl:1])=[C:6]([Cl:7])[N:5]([C:13]2[C:14]3[C:15](=[O:8])[C:16]4[C:21](=[CH:20][CH:19]=[CH:18][CH:17]=4)[C:22](=[O:26])[C:23]=3[CH:24]=[CH:25][C:12]=2[CH3:11])[CH:4]=1, predict the reactants needed to synthesize it. The reactants are: [Cl:1][C:2]1[N:3]=[CH:4][NH:5][C:6]=1[Cl:7].[OH-:8].[K+].[Br:10][CH2:11][C:12]1[CH:25]=[CH:24][C:23]2[C:22](=[O:26])[C:21]3[C:16](=[CH:17][CH:18]=[CH:19][CH:20]=3)[C:15](=[O:27])[C:14]=2[CH:13]=1. (2) The reactants are: [C:1]([NH:4][CH:5]1[CH:9]([OH:10])[CH2:8][N:7]([C:11]([O:13][C:14]([CH3:17])([CH3:16])[CH3:15])=[O:12])[CH2:6]1)(=[O:3])[CH3:2].CC(OI1(OC(C)=O)(OC(C)=O)OC(=O)C2C1=CC=CC=2)=O. Given the product [C:1]([NH:4][CH:5]1[C:9](=[O:10])[CH2:8][N:7]([C:11]([O:13][C:14]([CH3:17])([CH3:16])[CH3:15])=[O:12])[CH2:6]1)(=[O:3])[CH3:2], predict the reactants needed to synthesize it.